This data is from Merck oncology drug combination screen with 23,052 pairs across 39 cell lines. The task is: Regression. Given two drug SMILES strings and cell line genomic features, predict the synergy score measuring deviation from expected non-interaction effect. (1) Drug 1: CC1CC2C3CCC4=CC(=O)C=CC4(C)C3(F)C(O)CC2(C)C1(O)C(=O)CO. Drug 2: N#Cc1ccc(Cn2cncc2CN2CCN(c3cccc(Cl)c3)C(=O)C2)cc1. Cell line: DLD1. Synergy scores: synergy=2.83. (2) Drug 1: CC(=O)OC1C(=O)C2(C)C(O)CC3OCC3(OC(C)=O)C2C(OC(=O)c2ccccc2)C2(O)CC(OC(=O)C(O)C(NC(=O)c3ccccc3)c3ccccc3)C(C)=C1C2(C)C. Drug 2: Cn1nnc2c(C(N)=O)ncn2c1=O. Cell line: NCIH23. Synergy scores: synergy=-17.2. (3) Drug 1: O=C(O)C1(Cc2cccc(Nc3nccs3)n2)CCC(Oc2cccc(Cl)c2F)CC1. Drug 2: O=C(NOCC(O)CO)c1ccc(F)c(F)c1Nc1ccc(I)cc1F. Cell line: A2780. Synergy scores: synergy=24.8. (4) Drug 1: CNC(=O)c1cc(Oc2ccc(NC(=O)Nc3ccc(Cl)c(C(F)(F)F)c3)cc2)ccn1. Drug 2: CCc1cnn2c(NCc3ccc[n+]([O-])c3)cc(N3CCCCC3CCO)nc12. Cell line: KPL1. Synergy scores: synergy=-13.0. (5) Drug 1: N.N.O=C(O)C1(C(=O)O)CCC1.[Pt]. Drug 2: O=C(NOCC(O)CO)c1ccc(F)c(F)c1Nc1ccc(I)cc1F. Cell line: VCAP. Synergy scores: synergy=7.57.